Dataset: Reaction yield outcomes from USPTO patents with 853,638 reactions. Task: Predict the reaction yield, written as a fraction of the theoretical maximum amount of product (1.0 means a 100% yield; for example, 0.34 means a 34% yield). (1) The reactants are C[O:2][C:3](=O)[C:4]1[CH:9]=[CH:8][C:7]([Br:10])=[C:6]([CH3:11])[CH:5]=1.O.[NH2:14][NH2:15]. The catalyst is CO. The product is [Br:10][C:7]1[CH:8]=[CH:9][C:4]([C:3]([NH:14][NH2:15])=[O:2])=[CH:5][C:6]=1[CH3:11]. The yield is 0.500. (2) The reactants are [F:1][C:2]1[CH:10]=[CH:9][CH:8]=[C:7]2[C:3]=1[C:4]([C:25]([OH:27])=O)=[CH:5][N:6]2[CH2:11][C:12]1[CH:17]=[CH:16][C:15]([C:18]2[CH:19]=[N:20][N:21]([CH3:23])[CH:22]=2)=[CH:14][C:13]=1[F:24].C(Cl)(=O)C([Cl:31])=O. The catalyst is ClC(Cl)C.CN(C)C=O. The product is [F:1][C:2]1[CH:10]=[CH:9][CH:8]=[C:7]2[C:3]=1[C:4]([C:25]([Cl:31])=[O:27])=[CH:5][N:6]2[CH2:11][C:12]1[CH:17]=[CH:16][C:15]([C:18]2[CH:19]=[N:20][N:21]([CH3:23])[CH:22]=2)=[CH:14][C:13]=1[F:24]. The yield is 1.06. (3) The reactants are [Cl:1][C:2]1[C:3]([NH2:19])=[N:4][C:5](F)=[N:6][C:7]=1[N:8]1[C:12]2[CH:13]=[CH:14][CH:15]=[CH:16][C:11]=2[N:10]=[C:9]1[CH3:17].[CH3:20][O:21][C:22]1[CH:28]=[CH:27][C:25]([NH2:26])=[CH:24][CH:23]=1.CN1C(=O)CCC1. The catalyst is O. The product is [Cl:1][C:2]1[C:3]([NH2:19])=[N:4][C:5]([NH:26][C:25]2[CH:27]=[CH:28][C:22]([O:21][CH3:20])=[CH:23][CH:24]=2)=[N:6][C:7]=1[N:8]1[C:12]2[CH:13]=[CH:14][CH:15]=[CH:16][C:11]=2[N:10]=[C:9]1[CH3:17]. The yield is 0.700. (4) The reactants are [F:1][C:2]1[CH:10]=[CH:9][CH:8]=[CH:7][C:3]=1[C:4]([OH:6])=O.[F:11][C:12]1[CH:17]=[CH:16][C:15]([NH:18][C:19]([C:21]2[C:25]([NH2:26])=[CH:24][NH:23][N:22]=2)=[O:20])=[CH:14][CH:13]=1.C(Cl)CCl.C1C=CC2N(O)N=NC=2C=1. The catalyst is CS(C)=O. The product is [F:11][C:12]1[CH:13]=[CH:14][C:15]([NH:18][C:19]([C:21]2[C:25]([NH:26][C:4](=[O:6])[C:3]3[CH:7]=[CH:8][CH:9]=[CH:10][C:2]=3[F:1])=[CH:24][NH:23][N:22]=2)=[O:20])=[CH:16][CH:17]=1. The yield is 0.190. (5) The reactants are [NH2:1][C@@H:2]([CH2:33][C:34]1[CH:39]=[CH:38][CH:37]=[CH:36][CH:35]=1)[C@@H:3]([OH:32])[CH2:4][C@@H:5]([NH:19][C:20]([C@@H:22]([NH:27][C:28](=[O:31])[O:29][CH3:30])[C:23]([CH3:26])([CH3:25])[CH3:24])=[O:21])[CH2:6][C:7]1[CH:12]=[CH:11][C:10]([C:13]2[CH:18]=[CH:17][CH:16]=[CH:15][N:14]=2)=[CH:9][CH:8]=1.[CH3:40][C@@H:41]([CH2:61][CH3:62])[C@H:42]([N:46]1[CH2:50][C:49](=[O:51])[N:48]([CH2:52][C:53]2[CH:58]=[CH:57][CH:56]=[C:55]([CH3:59])[N:54]=2)[C:47]1=[O:60])[C:43](O)=[O:44].CCOP(ON1N=NC2C=CC=CC=2C1=O)(OCC)=O.C(N(CC)C(C)C)(C)C. The catalyst is C1COCC1. The product is [OH:32][C@H:3]([C@@H:2]([NH:1][C:43](=[O:44])[C@@H:42]([N:46]1[CH2:50][C:49](=[O:51])[N:48]([CH2:52][C:53]2[CH:58]=[CH:57][CH:56]=[C:55]([CH3:59])[N:54]=2)[C:47]1=[O:60])[CH:41]([CH3:40])[CH2:61][CH3:62])[CH2:33][C:34]1[CH:35]=[CH:36][CH:37]=[CH:38][CH:39]=1)[CH2:4][C@@H:5]([NH:19][C:20]([C@@H:22]([NH:27][C:28](=[O:31])[O:29][CH3:30])[C:23]([CH3:26])([CH3:25])[CH3:24])=[O:21])[CH2:6][C:7]1[CH:12]=[CH:11][C:10]([C:13]2[CH:18]=[CH:17][CH:16]=[CH:15][N:14]=2)=[CH:9][CH:8]=1. The yield is 0.680. (6) The reactants are [CH2:1]([O:3][C:4]([C:6]([CH3:34])([O:8][C:9]1[CH:14]=[CH:13][C:12]([CH2:15][CH2:16][CH2:17][C:18]([NH:20][N:21]([CH2:25][C:26]2[CH:31]=[CH:30][CH:29]=[C:28]([O:32][CH3:33])[CH:27]=2)[C:22]([NH2:24])=[O:23])=O)=[CH:11][CH:10]=1)[CH3:7])=[O:5])[CH3:2].C12(CS(O)(=O)=O)C(C)(C)C(CC1)CC2=O. The catalyst is C(OCC)(=O)C. The product is [CH2:1]([O:3][C:4](=[O:5])[C:6]([O:8][C:9]1[CH:14]=[CH:13][C:12]([CH2:15][CH2:16][CH2:17][C:18]2[NH:24][C:22](=[O:23])[N:21]([CH2:25][C:26]3[CH:31]=[CH:30][CH:29]=[C:28]([O:32][CH3:33])[CH:27]=3)[N:20]=2)=[CH:11][CH:10]=1)([CH3:34])[CH3:7])[CH3:2]. The yield is 0.492.